This data is from NCI-60 drug combinations with 297,098 pairs across 59 cell lines. The task is: Regression. Given two drug SMILES strings and cell line genomic features, predict the synergy score measuring deviation from expected non-interaction effect. Drug 1: CC1=C2C(C(=O)C3(C(CC4C(C3C(C(C2(C)C)(CC1OC(=O)C(C(C5=CC=CC=C5)NC(=O)C6=CC=CC=C6)O)O)OC(=O)C7=CC=CC=C7)(CO4)OC(=O)C)O)C)OC(=O)C. Drug 2: CC(C)(C#N)C1=CC(=CC(=C1)CN2C=NC=N2)C(C)(C)C#N. Cell line: OVCAR3. Synergy scores: CSS=6.53, Synergy_ZIP=4.84, Synergy_Bliss=8.10, Synergy_Loewe=5.60, Synergy_HSA=6.33.